This data is from NCI-60 drug combinations with 297,098 pairs across 59 cell lines. The task is: Regression. Given two drug SMILES strings and cell line genomic features, predict the synergy score measuring deviation from expected non-interaction effect. (1) Drug 1: CC1=C(C=C(C=C1)NC(=O)C2=CC=C(C=C2)CN3CCN(CC3)C)NC4=NC=CC(=N4)C5=CN=CC=C5. Cell line: SF-539. Synergy scores: CSS=21.0, Synergy_ZIP=-2.94, Synergy_Bliss=2.99, Synergy_Loewe=-15.8, Synergy_HSA=2.49. Drug 2: C1=CC=C(C=C1)NC(=O)CCCCCCC(=O)NO. (2) Drug 1: CCC1=CC2CC(C3=C(CN(C2)C1)C4=CC=CC=C4N3)(C5=C(C=C6C(=C5)C78CCN9C7C(C=CC9)(C(C(C8N6C)(C(=O)OC)O)OC(=O)C)CC)OC)C(=O)OC.C(C(C(=O)O)O)(C(=O)O)O. Drug 2: C1=C(C(=O)NC(=O)N1)F. Cell line: HOP-92. Synergy scores: CSS=27.6, Synergy_ZIP=-10.8, Synergy_Bliss=-13.1, Synergy_Loewe=-21.1, Synergy_HSA=-5.55.